This data is from Forward reaction prediction with 1.9M reactions from USPTO patents (1976-2016). The task is: Predict the product of the given reaction. (1) The product is: [NH2:1][C:4]1[CH:5]=[CH:6][C:7]2[CH2:11][C:10](=[O:12])[C:8]=2[CH:9]=1. Given the reactants [N+:1]([C:4]1[CH:5]=[CH:6][C:7]2[CH2:11][C:10](=[O:12])[C:8]=2[CH:9]=1)([O-])=O, predict the reaction product. (2) Given the reactants [N:1]([CH:4]([C:6]1[C:11]([C:12]2[CH:17]=[CH:16][CH:15]=[CH:14][CH:13]=2)=[N:10][N:9]([CH2:18][CH:19]2[CH2:21][CH2:20]2)[C:8](=[O:22])[CH:7]=1)[CH3:5])=[N+]=[N-], predict the reaction product. The product is: [NH2:1][CH:4]([C:6]1[C:11]([C:12]2[CH:17]=[CH:16][CH:15]=[CH:14][CH:13]=2)=[N:10][N:9]([CH2:18][CH:19]2[CH2:21][CH2:20]2)[C:8](=[O:22])[CH:7]=1)[CH3:5]. (3) Given the reactants [Cl:1][C:2]1[CH:3]=[C:4]([CH:31]=[C:32]([C:35]([F:38])([F:37])[F:36])[C:33]=1[OH:34])[CH2:5][C@@H:6]([CH2:10][C:11](=[O:30])[N:12]1[CH2:17][CH2:16][CH:15]([N:18]2[CH2:24][CH2:23][C:22]3[CH:25]=[CH:26][CH:27]=[CH:28][C:21]=3[NH:20][C:19]2=[O:29])[CH2:14][CH2:13]1)[C:7]([OH:9])=O.[NH:39]1[CH2:44][CH2:43][CH:42]([N:45]2[CH2:50][CH2:49][O:48][CH2:47][CH2:46]2)[CH2:41][CH2:40]1, predict the reaction product. The product is: [Cl:1][C:2]1[CH:3]=[C:4]([CH:31]=[C:32]([C:35]([F:36])([F:37])[F:38])[C:33]=1[OH:34])[CH2:5][C@@H:6]([CH2:10][C:11]([N:12]1[CH2:13][CH2:14][CH:15]([N:18]2[CH2:24][CH2:23][C:22]3[CH:25]=[CH:26][CH:27]=[CH:28][C:21]=3[NH:20][C:19]2=[O:29])[CH2:16][CH2:17]1)=[O:30])[C:7]([N:39]1[CH2:44][CH2:43][CH:42]([N:45]2[CH2:50][CH2:49][O:48][CH2:47][CH2:46]2)[CH2:41][CH2:40]1)=[O:9]. (4) Given the reactants C1C=CC2N(O)N=NC=2C=1.[CH3:11][O:12][C:13]1[CH:14]=[C:15](/[CH:25]=[CH:26]/[C:27]([OH:29])=O)[CH:16]=[CH:17][C:18]=1[N:19]1[CH:23]=[C:22]([CH3:24])[N:21]=[CH:20]1.[C:30]([O:34][C:35]([CH3:38])([CH3:37])[CH3:36])(=[O:33])[NH:31][NH2:32].C(N(C(C)C)CC)(C)C.O.C(=O)(O)[O-].[Na+], predict the reaction product. The product is: [CH3:11][O:12][C:13]1[CH:14]=[C:15](/[CH:25]=[CH:26]/[C:27]([NH:32][NH:31][C:30]([O:34][C:35]([CH3:38])([CH3:37])[CH3:36])=[O:33])=[O:29])[CH:16]=[CH:17][C:18]=1[N:19]1[CH:23]=[C:22]([CH3:24])[N:21]=[CH:20]1. (5) Given the reactants [CH3:1][N:2]1[CH:6]=[C:5]([CH3:7])[C:4]([C:8]([O:10]CC)=[O:9])=[C:3]1[CH2:13][C:14]([O:16]CC)=[O:15].[OH-].[Na+].Cl, predict the reaction product. The product is: [C:8]([C:4]1[C:5]([CH3:7])=[CH:6][N:2]([CH3:1])[C:3]=1[CH2:13][C:14]([OH:16])=[O:15])([OH:10])=[O:9].